Dataset: Catalyst prediction with 721,799 reactions and 888 catalyst types from USPTO. Task: Predict which catalyst facilitates the given reaction. (1) Reactant: [CH2:1]([O:3][CH:4]([O:12][CH2:13][CH3:14])[C:5]#[C:6][CH:7]([OH:11])[CH:8]([CH3:10])[CH3:9])[CH3:2]. The catalyst class is: 704. Product: [CH2:13]([O:12][CH:4]([O:3][CH2:1][CH3:2])[C:5]#[C:6][C:7](=[O:11])[CH:8]([CH3:9])[CH3:10])[CH3:14]. (2) Reactant: [F:1][C:2]1[CH:3]=[CH:4][C:5]2=[C:6]([CH:35]=1)[O:7][CH2:8][C:9]1[CH:19]=[C:18]([CH2:20][N:21]3[C:25]4[CH:26]=[CH:27][CH:28]=[C:29](SC)[C:24]=4[N:23]=[C:22]3[CH2:32][O:33][CH3:34])[CH:17]=[CH:16][C:10]=1/[C:11]/2=[C:12](/[CH3:15])\[C:13]#[N:14].Cl[C:37]1C=CC=C(C(OO)=O)C=1.[S:47]([O-:51])([O-])(=[O:49])=S.[Na+].[Na+]. Product: [F:1][C:2]1[CH:3]=[CH:4][C:5]2=[C:6]([CH:35]=1)[O:7][CH2:8][C:9]1[CH:19]=[C:18]([CH2:20][N:21]3[C:25]4[CH:26]=[CH:27][CH:28]=[C:29]([S:47]([CH3:37])(=[O:51])=[O:49])[C:24]=4[N:23]=[C:22]3[CH2:32][O:33][CH3:34])[CH:17]=[CH:16][C:10]=1/[C:11]/2=[C:12](/[CH3:15])\[C:13]#[N:14]. The catalyst class is: 2. (3) Reactant: [C:1]([O:5][C:6]([C@H:8]1[CH2:12][CH2:11][CH2:10][N:9]1[C:13](=[O:16])[CH:14]=[CH2:15])=[O:7])([CH3:4])([CH3:3])[CH3:2].[F:17][C:18]([F:28])([F:27])[C:19]1[CH:26]=[CH:25][C:22]([CH2:23][NH2:24])=[CH:21][CH:20]=1. Product: [C:1]([O:5][C:6]([C@H:8]1[CH2:12][CH2:11][CH2:10][N:9]1[C:13](=[O:16])[CH2:14][CH2:15][N:24]([CH2:15][CH2:14][C:13]([N:9]1[CH2:10][CH2:11][CH2:12][C@@H:8]1[C:6]([O:5][C:1]([CH3:2])([CH3:4])[CH3:3])=[O:7])=[O:16])[CH2:23][C:22]1[CH:25]=[CH:26][C:19]([C:18]([F:27])([F:28])[F:17])=[CH:20][CH:21]=1)=[O:7])([CH3:4])([CH3:3])[CH3:2]. The catalyst class is: 10. (4) Reactant: C1(O[C:8](=[O:17])[NH:9][C:10]2[S:11][C:12]([CH3:16])=[C:13]([CH3:15])[N:14]=2)C=CC=CC=1.[F:18][C:19]([F:39])([F:38])[CH:20]1[CH2:25][CH2:24][CH2:23][CH:22]([C:26]2[CH:27]=[CH:28][C:29]3[N:35]4[CH2:36][C@H:32]([CH2:33][CH2:34]4)[NH:31][C:30]=3[N:37]=2)[CH2:21]1. Product: [CH3:15][C:13]1[N:14]=[C:10]([NH:9][C:8]([N:31]2[C@@H:32]3[CH2:36][N:35]([CH2:34][CH2:33]3)[C:29]3[CH:28]=[CH:27][C:26]([CH:22]4[CH2:23][CH2:24][CH2:25][CH:20]([C:19]([F:18])([F:38])[F:39])[CH2:21]4)=[N:37][C:30]2=3)=[O:17])[S:11][C:12]=1[CH3:16]. The catalyst class is: 840. (5) Reactant: [OH-].[K+].[C:3]([C:6]1[NH:7][CH:8]=[CH:9][CH:10]=1)(=[O:5])[CH3:4].[Br:11][C:12]1[CH:19]=[C:18]([Cl:20])[CH:17]=[CH:16][C:13]=1[CH2:14]Br.[Cl-].[Na+]. Product: [Br:11][C:12]1[CH:19]=[C:18]([Cl:20])[CH:17]=[CH:16][C:13]=1[CH2:14][N:7]1[CH:8]=[CH:9][CH:10]=[C:6]1[C:3](=[O:5])[CH3:4]. The catalyst class is: 16.